This data is from Cav3 T-type calcium channel HTS with 100,875 compounds. The task is: Binary Classification. Given a drug SMILES string, predict its activity (active/inactive) in a high-throughput screening assay against a specified biological target. (1) The compound is OC(Cn1c2c(CCCC2=O)c2c1ccc(c2)C)CN1C(=O)CNC1=O. The result is 0 (inactive). (2) The molecule is S(=O)(=O)(N1CCCCC1)c1cc(ccc1)C(=O)Nc1scc(n1)c1sccc1. The result is 1 (active).